This data is from Catalyst prediction with 721,799 reactions and 888 catalyst types from USPTO. The task is: Predict which catalyst facilitates the given reaction. Reactant: [C:1]1([C:42]2[CH:47]=[CH:46][CH:45]=[CH:44][CH:43]=2)[CH:6]=[CH:5][CH:4]=[CH:3][C:2]=1[NH:7][C:8]([O:10][CH:11]1[CH2:16][CH2:15][N:14]([CH2:17][CH2:18][N:19]([CH3:41])[C:20](=[O:40])[CH2:21][CH2:22][CH2:23][CH2:24][CH2:25][NH:26][C:27]2[CH:28]=[C:29]([CH:37]=[CH:38][CH:39]=2)[C:30]([O:32]C(C)(C)C)=[O:31])[CH2:13][CH2:12]1)=[O:9].FC(F)(F)C(O)=O. Product: [C:1]1([C:42]2[CH:47]=[CH:46][CH:45]=[CH:44][CH:43]=2)[CH:6]=[CH:5][CH:4]=[CH:3][C:2]=1[NH:7][C:8]([O:10][CH:11]1[CH2:16][CH2:15][N:14]([CH2:17][CH2:18][N:19]([CH3:41])[C:20](=[O:40])[CH2:21][CH2:22][CH2:23][CH2:24][CH2:25][NH:26][C:27]2[CH:28]=[C:29]([CH:37]=[CH:38][CH:39]=2)[C:30]([OH:32])=[O:31])[CH2:13][CH2:12]1)=[O:9]. The catalyst class is: 4.